Dataset: Forward reaction prediction with 1.9M reactions from USPTO patents (1976-2016). Task: Predict the product of the given reaction. (1) Given the reactants C1([Li])C=CC=CC=1.[Cl-].[C:9]1([CH2:14][P+](C2C=CC=CC=2)(C2C=CC=CC=2)C2C=CC=CC=2)[S:13][CH:12]=[CH:11][CH:10]=1.[CH2:34]([N:38]([CH2:47][CH2:48][CH2:49][CH3:50])[C:39]1[CH:46]=[CH:45][C:42]([CH:43]=O)=[CH:41][CH:40]=1)[CH2:35][CH2:36][CH3:37].II, predict the reaction product. The product is: [CH2:34]([N:38]([CH2:47][CH2:48][CH2:49][CH3:50])[C:39]1[CH:46]=[CH:45][C:42]([CH:43]=[CH:14][C:9]2[S:13][CH:12]=[CH:11][CH:10]=2)=[CH:41][CH:40]=1)[CH2:35][CH2:36][CH3:37]. (2) Given the reactants [Cl:1][C:2]1[CH:7]=[CH:6][CH:5]=[C:4]([Cl:8])[C:3]=1[CH2:9][S:10]([C:13]1[CH:14]=[C:15]2[C:19](=[CH:20][CH:21]=1)[NH:18][C:17](=[O:22])/[C:16]/2=[CH:23]\[C:24]1[NH:28][C:27]([CH3:29])=[C:26]([C:30]([OH:32])=O)[C:25]=1[CH3:33])(=[O:12])=[O:11].C1C=CC2N(O)N=NC=2C=1.CCN=C=NCCCN(C)C.Cl.[CH3:56][O:57][CH2:58][C@H:59]1[CH2:63][CH2:62][CH2:61][NH:60]1, predict the reaction product. The product is: [Cl:8][C:4]1[CH:5]=[CH:6][CH:7]=[C:2]([Cl:1])[C:3]=1[CH2:9][S:10]([C:13]1[CH:14]=[C:15]2[C:19](=[CH:20][CH:21]=1)[NH:18][C:17](=[O:22])/[C:16]/2=[CH:23]\[C:24]1[NH:28][C:27]([CH3:29])=[C:26]([C:30]([N:60]2[CH2:61][CH2:62][CH2:63][C@H:59]2[CH2:58][O:57][CH3:56])=[O:32])[C:25]=1[CH3:33])(=[O:11])=[O:12].